Dataset: Full USPTO retrosynthesis dataset with 1.9M reactions from patents (1976-2016). Task: Predict the reactants needed to synthesize the given product. Given the product [CH3:19][Si:20]([CH2:23][NH:15][CH2:14][C:13]1[CH:12]=[CH:11][C:10]([CH2:1][CH2:2][CH2:3][CH2:4][CH2:5][CH2:6][CH2:7][CH2:8][CH3:9])=[CH:17][CH:16]=1)([CH3:22])[CH3:21], predict the reactants needed to synthesize it. The reactants are: [CH2:1]([C:10]1[CH:17]=[CH:16][C:13]([CH2:14][NH2:15])=[CH:12][CH:11]=1)[CH2:2][CH2:3][CH2:4][CH2:5][CH2:6][CH2:7][CH2:8][CH3:9].Cl[CH2:19][Si:20]([CH3:23])([CH3:22])[CH3:21].